Dataset: Reaction yield outcomes from USPTO patents with 853,638 reactions. Task: Predict the reaction yield, written as a fraction of the theoretical maximum amount of product (1.0 means a 100% yield; for example, 0.34 means a 34% yield). (1) The reactants are [F:1][C:2]1[CH:7]=[CH:6][CH:5]=[C:4]([F:8])[C:3]=1[C:9]1[N:14]=[C:13]2[C:15]([C:28]3[CH:29]=[C:30]([N:34]4[CH2:39][CH2:38][CH:37]([NH:40][C:41](=[O:47])[O:42][C:43]([CH3:46])([CH3:45])[CH3:44])[CH2:36][CH2:35]4)[CH:31]=[N:32][CH:33]=3)=[CH:16][N:17](S(C3C=CC(C)=CC=3)(=O)=O)[C:12]2=[CH:11][CH:10]=1.[OH-].[Na+]. The catalyst is C1COCC1. The product is [F:8][C:4]1[CH:5]=[CH:6][CH:7]=[C:2]([F:1])[C:3]=1[C:9]1[N:14]=[C:13]2[C:15]([C:28]3[CH:29]=[C:30]([N:34]4[CH2:39][CH2:38][CH:37]([NH:40][C:41](=[O:47])[O:42][C:43]([CH3:45])([CH3:44])[CH3:46])[CH2:36][CH2:35]4)[CH:31]=[N:32][CH:33]=3)=[CH:16][NH:17][C:12]2=[CH:11][CH:10]=1. The yield is 0.510. (2) The reactants are C(O)(=O)CC.[CH3:6][C:7]1[CH:12]=[C:11]([O:13][CH2:14][C:15]2[CH:20]=[CH:19][CH:18]=[CH:17][C:16]=2[CH3:21])[CH:10]=[CH:9][C:8]=1[CH:22]=[CH:23][CH:24](O)[CH3:25].[CH2:27]([O:29][C:30](OCC)([O:32]CC)[CH3:31])[CH3:28]. No catalyst specified. The product is [CH2:27]([O:29][C:30](=[O:32])[CH2:31][CH:22]([C:8]1[CH:9]=[CH:10][C:11]([O:13][CH2:14][C:15]2[CH:20]=[CH:19][CH:18]=[CH:17][C:16]=2[CH3:21])=[CH:12][C:7]=1[CH3:6])[CH:23]=[CH:24][CH3:25])[CH3:28]. The yield is 0.390. (3) The reactants are C([O:8][C:9]1[CH:14]=[C:13]([CH2:15][CH2:16][OH:17])[CH:12]=[CH:11][C:10]=1[C:18]1[N:22]([C:23]2[CH:24]=[C:25]3[C:29](=[CH:30][CH:31]=2)[N:28]([CH3:32])[CH:27]=[CH:26]3)[C:21](=[O:33])[NH:20][N:19]=1)C1C=CC=CC=1. The catalyst is CCOC(C)=O.[Pd]. The product is [OH:8][C:9]1[CH:14]=[C:13]([CH2:15][CH2:16][OH:17])[CH:12]=[CH:11][C:10]=1[C:18]1[N:22]([C:23]2[CH:24]=[C:25]3[C:29](=[CH:30][CH:31]=2)[N:28]([CH3:32])[CH:27]=[CH:26]3)[C:21](=[O:33])[NH:20][N:19]=1. The yield is 0.830. (4) The catalyst is ClCCl. The yield is 0.680. The reactants are [O:1]=[C:2]1[CH:6]=[CH:5][C:4](=[O:7])[N:3]1[CH2:8][CH2:9][O:10][CH2:11][CH2:12][O:13][CH2:14][CH2:15][O:16][CH2:17][CH2:18][O:19][CH2:20][CH2:21][O:22][CH2:23][CH2:24][O:25][CH2:26][CH2:27][C:28]([NH:30][C@H:31]([C:35]([NH:37][C@H:38]([C:46]([NH:48][C:49]1[CH:54]=[CH:53][C:52]([CH2:55][O:56][C:57](=[O:71])[N:58]([CH3:70])[CH2:59][CH2:60][N:61](C)[C:62](=O)OC(C)(C)C)=[CH:51][CH:50]=1)=[O:47])[CH2:39][CH2:40][CH2:41][NH:42][C:43](=[O:45])[NH2:44])=[O:36])[CH:32]([CH3:34])[CH3:33])=[O:29].C(O)(C(F)(F)F)=O. The product is [O:7]=[C:4]1[CH:5]=[CH:6][C:2](=[O:1])[N:3]1[CH2:8][CH2:9][O:10][CH2:11][CH2:12][O:13][CH2:14][CH2:15][O:16][CH2:17][CH2:18][O:19][CH2:20][CH2:21][O:22][CH2:23][CH2:24][O:25][CH2:26][CH2:27][C:28]([NH:30][C@H:31]([C:35]([NH:37][C@H:38]([C:46]([NH:48][C:49]1[CH:50]=[CH:51][C:52]([CH2:55][O:56][C:57](=[O:71])[N:58]([CH3:70])[CH2:59][CH2:60][NH:61][CH3:62])=[CH:53][CH:54]=1)=[O:47])[CH2:39][CH2:40][CH2:41][NH:42][C:43](=[O:45])[NH2:44])=[O:36])[CH:32]([CH3:33])[CH3:34])=[O:29].